Task: Predict which catalyst facilitates the given reaction.. Dataset: Catalyst prediction with 721,799 reactions and 888 catalyst types from USPTO (1) Reactant: [C:1]([O:5][C:6](=[O:26])[N:7]([CH3:25])[C@H:8]([C:10](=[O:24])[NH:11][C@@H:12]1[C:18](=[O:19])[NH:17][C:16]2[CH:20]=[CH:21][CH:22]=[CH:23][C:15]=2[CH2:14][CH2:13]1)[CH3:9])([CH3:4])([CH3:3])[CH3:2].C([O-])([O-])=O.[Cs+].[Cs+].Cl[CH2:34][C:35]1[S:36][CH:37]=[CH:38][CH:39]=1. Product: [C:1]([O:5][C:6](=[O:26])[N:7]([CH3:25])[C@H:8]([C:10](=[O:24])[NH:11][C@@H:12]1[C:18](=[O:19])[N:17]([CH2:34][C:35]2[S:36][CH:37]=[CH:38][CH:39]=2)[C:16]2[CH:20]=[CH:21][CH:22]=[CH:23][C:15]=2[CH2:14][CH2:13]1)[CH3:9])([CH3:4])([CH3:2])[CH3:3]. The catalyst class is: 18. (2) The catalyst class is: 5. Reactant: C([N:8]1[C:13]([CH3:15])([CH3:14])[CH2:12][N:11]([CH2:16][C:17]2[CH:22]=[C:21]([C:23]3[CH:28]=[CH:27][C:26]([OH:29])=[CH:25][CH:24]=3)[N:20]=[C:19]3[N:30]([CH:34]4[CH2:39][CH2:38][CH2:37][CH2:36][O:35]4)[N:31]=[C:32]([CH3:33])[C:18]=23)[C:10]([CH3:41])([CH3:40])[CH2:9]1)C1C=CC=CC=1. Product: [CH3:33][C:32]1[C:18]2[C:19](=[N:20][C:21]([C:23]3[CH:24]=[CH:25][C:26]([OH:29])=[CH:27][CH:28]=3)=[CH:22][C:17]=2[CH2:16][N:11]2[CH2:12][C:13]([CH3:14])([CH3:15])[NH:8][CH2:9][C:10]2([CH3:41])[CH3:40])[N:30]([CH:34]2[CH2:39][CH2:38][CH2:37][CH2:36][O:35]2)[N:31]=1. (3) Reactant: [Cl:1][C:2]1[CH:3]=[C:4]([CH2:9][C:10]([C:12]2[CH:17]=[C:16]([O:18][CH3:19])[C:15]([O:20][CH3:21])=[CH:14][C:13]=2[N+:22]([O-])=O)=[O:11])[CH:5]=[CH:6][C:7]=1[Cl:8]. Product: [NH2:22][C:13]1[CH:14]=[C:15]([O:20][CH3:21])[C:16]([O:18][CH3:19])=[CH:17][C:12]=1[C:10](=[O:11])[CH2:9][C:4]1[CH:5]=[CH:6][C:7]([Cl:8])=[C:2]([Cl:1])[CH:3]=1. The catalyst class is: 43. (4) Reactant: C([N:8]1[CH2:12][CH2:11][CH2:10][C@@H:9]1[CH2:13][NH:14][C@H:15]([CH2:36][C:37]1[CH:42]=[CH:41][C:40]([Cl:43])=[CH:39][CH:38]=1)[C:16]([NH:18][N:19]1[CH2:23][CH2:22][C@H:21]([N:24]([CH:30]2[CH2:35][CH2:34][CH2:33][CH2:32][CH2:31]2)[C:25](=[O:29])[CH:26]([CH3:28])[CH3:27])[CH2:20]1)=[O:17])(OC(C)(C)C)=O.C(O)(C(F)(F)F)=O. Product: [NH:8]1[CH2:12][CH2:11][CH2:10][C@@H:9]1[CH2:13][NH:14][C@H:15]([CH2:36][C:37]1[CH:38]=[CH:39][C:40]([Cl:43])=[CH:41][CH:42]=1)[C:16]([NH:18][N:19]1[CH2:23][CH2:22][C@H:21]([N:24]([CH:30]2[CH2:31][CH2:32][CH2:33][CH2:34][CH2:35]2)[C:25](=[O:29])[CH:26]([CH3:27])[CH3:28])[CH2:20]1)=[O:17]. The catalyst class is: 2. (5) Reactant: [F:1][C:2]1[CH:3]=[C:4]([CH:43]=[CH:44][CH:45]=1)[CH2:5][N:6]1[CH:10]=[C:9]([C:11]2[C:19]3[C:14](=[N:15][CH:16]=[C:17]([C:20]4[CH:25]=[CH:24][CH:23]=[C:22]([N:26]5[CH2:31][CH2:30][N:29]([CH3:32])[CH2:28][CH2:27]5)[CH:21]=4)[CH:18]=3)[N:13](S(C3C=CC(C)=CC=3)(=O)=O)[CH:12]=2)[CH:8]=[N:7]1.[OH-].[Li+]. Product: [F:1][C:2]1[CH:3]=[C:4]([CH:43]=[CH:44][CH:45]=1)[CH2:5][N:6]1[CH:10]=[C:9]([C:11]2[C:19]3[C:14](=[N:15][CH:16]=[C:17]([C:20]4[CH:25]=[CH:24][CH:23]=[C:22]([N:26]5[CH2:31][CH2:30][N:29]([CH3:32])[CH2:28][CH2:27]5)[CH:21]=4)[CH:18]=3)[NH:13][CH:12]=2)[CH:8]=[N:7]1. The catalyst class is: 87.